From a dataset of Catalyst prediction with 721,799 reactions and 888 catalyst types from USPTO. Predict which catalyst facilitates the given reaction. (1) Reactant: [NH2:1][C:2]1[NH:6][N:5]=[C:4]([C:7]([O:9][CH2:10][CH3:11])=[O:8])[CH:3]=1.N1C=CC=CC=1.[F:18][C:19]1[C:27]([F:28])=[CH:26][C:22]([C:23](Cl)=[O:24])=[C:21]([CH3:29])[CH:20]=1.C(O)C. Product: [F:18][C:19]1[C:27]([F:28])=[CH:26][C:22]([C:23]([NH:1][C:2]2[NH:6][N:5]=[C:4]([C:7]([O:9][CH2:10][CH3:11])=[O:8])[CH:3]=2)=[O:24])=[C:21]([CH3:29])[CH:20]=1. The catalyst class is: 30. (2) Reactant: [NH2:1][C:2](=[O:36])[CH2:3][O:4][C:5]1[CH:6]=[C:7]2[C:12](=[CH:13][CH:14]=1)[C:11](=[O:15])[N:10]([CH2:16][CH:17]([CH3:19])[CH3:18])[C:9]([CH2:20][NH:21]C(=O)OC(C)(C)C)=[C:8]2[C:29]1[CH:34]=[CH:33][CH:32]=[C:31]([F:35])[CH:30]=1.[ClH:37]. Product: [ClH:37].[NH2:21][CH2:20][C:9]1[N:10]([CH2:16][CH:17]([CH3:19])[CH3:18])[C:11](=[O:15])[C:12]2[C:7]([C:8]=1[C:29]1[CH:34]=[CH:33][CH:32]=[C:31]([F:35])[CH:30]=1)=[CH:6][C:5]([O:4][CH2:3][C:2]([NH2:1])=[O:36])=[CH:14][CH:13]=2. The catalyst class is: 13. (3) Reactant: [Cl:1][C:2]1[C:11]([C:12]#[N:13])=[CH:10][C:9]2[CH2:8][N:7](C)[CH2:6][CH2:5][C:4]=2[N:3]=1.C([O-])([O-])=O.[K+].[K+].Cl[C:22]([O:24][CH2:25][CH3:26])=[O:23]. Product: [Cl:1][C:2]1[C:11]([C:12]#[N:13])=[CH:10][C:9]2[CH2:8][N:7]([C:22]([O:24][CH2:25][CH3:26])=[O:23])[CH2:6][CH2:5][C:4]=2[N:3]=1. The catalyst class is: 26. (4) Reactant: C(OC(=O)[NH:7][CH2:8][C:9]1[CH:14]=[CH:13][C:12]([C:15]2[CH:20]=[CH:19][CH:18]=[C:17]([N:21]3[C:26]4[N:27]=[CH:28][C:29]([F:31])=[CH:30][C:25]=4[C:24](=[O:32])[N:23]([C@H:33]4[CH2:38][CH2:37][C@@H:36]([NH:39][C:40]([C:42]5[N:43]=[C:44]6[CH:49]=[CH:48][C:47]([F:50])=[CH:46][N:45]6[CH:51]=5)=[O:41])[CH2:35][CH2:34]4)[C:22]3=[O:52])[CH:16]=2)=[CH:11][CH:10]=1)(C)(C)C.[ClH:54]. Product: [ClH:54].[NH2:7][CH2:8][C:9]1[CH:10]=[CH:11][C:12]([C:15]2[CH:20]=[CH:19][CH:18]=[C:17]([N:21]3[C:26]4[N:27]=[CH:28][C:29]([F:31])=[CH:30][C:25]=4[C:24](=[O:32])[N:23]([C@@H:33]4[CH2:38][CH2:37][C@H:36]([NH:39][C:40]([C:42]5[N:43]=[C:44]6[CH:49]=[CH:48][C:47]([F:50])=[CH:46][N:45]6[CH:51]=5)=[O:41])[CH2:35][CH2:34]4)[C:22]3=[O:52])[CH:16]=2)=[CH:13][CH:14]=1. The catalyst class is: 12. (5) Reactant: O[C:2]1[N:7]=[CH:6][N:5]=[C:4]([C:8]([OH:10])=[O:9])[CH:3]=1.C(Cl)(C([Cl:15])=O)=O. Product: [Cl:15][C:2]1[N:7]=[CH:6][N:5]=[C:4]([C:8]([OH:10])=[O:9])[CH:3]=1. The catalyst class is: 329. (6) Reactant: [CH3:1][O:2][C:3]([CH:5]1[CH2:9][CH:8](I)[CH2:7][N:6]1[C:11]([O:13][C:14]([CH3:17])([CH3:16])[CH3:15])=[O:12])=[O:4].[N-:18]=[N+:19]=[N-:20].[Na+]. Product: [CH3:1][O:2][C:3]([CH:5]1[CH2:9][CH:8]([N:18]=[N+:19]=[N-:20])[CH2:7][N:6]1[C:11]([O:13][C:14]([CH3:17])([CH3:16])[CH3:15])=[O:12])=[O:4]. The catalyst class is: 3.